Dataset: Forward reaction prediction with 1.9M reactions from USPTO patents (1976-2016). Task: Predict the product of the given reaction. (1) Given the reactants [CH3:1][CH:2]1C(=O)C2C=CSC=2CC1.[O:12]1[C:16]2[CH2:17][CH2:18][CH2:19][C:20](=[O:21])[C:15]=2[CH:14]=[CH:13]1.C(I)C, predict the reaction product. The product is: [CH2:1]([CH:19]1[C:20](=[O:21])[C:15]2[CH:14]=[CH:13][O:12][C:16]=2[CH2:17][CH2:18]1)[CH3:2]. (2) Given the reactants [CH3:1][O:2][C:3](=[O:16])[CH2:4][C:5]1[CH:10]=[CH:9][C:8]([Cl:11])=[CH:7][C:6]=1[C:12]([O:14][CH3:15])=[O:13].C1C(=O)N([Br:24])C(=O)C1.C(OOC(=O)C1C=CC=CC=1)(=O)C1C=CC=CC=1, predict the reaction product. The product is: [CH3:1][O:2][C:3](=[O:16])[CH:4]([C:5]1[CH:10]=[CH:9][C:8]([Cl:11])=[CH:7][C:6]=1[C:12]([O:14][CH3:15])=[O:13])[Br:24]. (3) Given the reactants [C:1]([O:5][C:6]([N:8]1[C:16]2[C:11](=[CH:12][CH:13]=[CH:14][CH:15]=2)[C:10](/[CH:17]=[CH:18]/[C:19]([OH:21])=O)=[CH:9]1)=[O:7])([CH3:4])([CH3:3])[CH3:2].[CH:22]([NH:25][NH:26][C:27](=[O:35])[C:28]1[CH:33]=[CH:32][CH:31]=[C:30]([CH3:34])[CH:29]=1)([CH3:24])[CH3:23].CN(C(ON1N=NC2C=CC=NC1=2)=[N+](C)C)C.F[P-](F)(F)(F)(F)F.C(N(CC)C(C)C)(C)C, predict the reaction product. The product is: [CH:22]([N:25]([C:19](=[O:21])/[CH:18]=[CH:17]/[C:10]1[C:11]2[C:16](=[CH:15][CH:14]=[CH:13][CH:12]=2)[N:8]([C:6]([O:5][C:1]([CH3:2])([CH3:3])[CH3:4])=[O:7])[CH:9]=1)[NH:26][C:27](=[O:35])[C:28]1[CH:33]=[CH:32][CH:31]=[C:30]([CH3:34])[CH:29]=1)([CH3:24])[CH3:23]. (4) Given the reactants [Cl:1][C:2]1[CH:7]=[CH:6][C:5]([C:8]2[S:17][C:11]3[C:12](=[O:16])[NH:13][CH:14]=[CH:15][C:10]=3[CH:9]=2)=[CH:4][CH:3]=1.Br[C:19]1[CH:20]=[CH:21][C:22]([N:25]2[CH2:29][CH2:28][C@H:27]([N:30]([CH3:32])[CH3:31])[CH2:26]2)=[N:23][CH:24]=1.C([O-])([O-])=O.[Cs+].[Cs+].CNCCNC.Cl, predict the reaction product. The product is: [ClH:1].[Cl:1][C:2]1[CH:3]=[CH:4][C:5]([C:8]2[S:17][C:11]3[C:12](=[O:16])[N:13]([C:19]4[CH:24]=[N:23][C:22]([N:25]5[CH2:29][CH2:28][C@H:27]([N:30]([CH3:32])[CH3:31])[CH2:26]5)=[CH:21][CH:20]=4)[CH:14]=[CH:15][C:10]=3[CH:9]=2)=[CH:6][CH:7]=1. (5) The product is: [CH:1]1([S:4]([C:7]2[CH:12]=[CH:11][C:10]([CH:13]([C:21]3[NH:25][C:24]([C:26]4[S:27][C:28]([CH2:31][CH2:32][C:33]([OH:35])=[O:34])=[CH:29][N:30]=4)=[CH:23][CH:22]=3)[CH2:14][CH:15]3[CH2:20][CH2:19][O:18][CH2:17][CH2:16]3)=[CH:9][CH:8]=2)(=[O:5])=[O:6])[CH2:3][CH2:2]1. Given the reactants [CH:1]1([S:4]([C:7]2[CH:12]=[CH:11][C:10]([CH:13]([C:21]3[NH:25][C:24]([C:26]4[S:27][C:28]([CH2:31][CH2:32][C:33]([O:35]CC)=[O:34])=[CH:29][N:30]=4)=[CH:23][CH:22]=3)[CH2:14][CH:15]3[CH2:20][CH2:19][O:18][CH2:17][CH2:16]3)=[CH:9][CH:8]=2)(=[O:6])=[O:5])[CH2:3][CH2:2]1.[OH-].[Na+].Cl.[Cl-].[Ca+2].[Cl-], predict the reaction product. (6) Given the reactants [Cl:1][C:2]1[C:3]([F:42])=[C:4]([C@@H:8]2[C@:12]([C:15]3[CH:20]=[CH:19][C:18]([Cl:21])=[CH:17][C:16]=3[F:22])([C:13]#[N:14])[C@H:11]([CH2:23][C:24]([CH3:27])([CH3:26])[CH3:25])[NH:10][C@H:9]2[C:28]([NH:30][C:31]2[CH:39]=[CH:38][C:34]([C:35](O)=[O:36])=[CH:33][C:32]=2[O:40][CH3:41])=[O:29])[CH:5]=[CH:6][CH:7]=1.Cl.[NH2:44][C@@H:45]1[C@@H:50]([OH:51])[C@H:49]([OH:52])[C@@H:48]([CH2:53][OH:54])[O:47][C@@H:46]1[OH:55], predict the reaction product. The product is: [ClH:1].[CH3:41][O:40][C:32]1[CH:33]=[C:34]([C:35](=[O:36])[NH:44][C@@H:45]2[C@@H:50]([OH:51])[C@H:49]([OH:52])[C@@H:48]([CH2:53][OH:54])[O:47][C@@H:46]2[OH:55])[CH:38]=[CH:39][C:31]=1[NH:30][C:28]([C@H:9]1[C@H:8]([C:4]2[CH:5]=[CH:6][CH:7]=[C:2]([Cl:1])[C:3]=2[F:42])[C@:12]([C:15]2[CH:20]=[CH:19][C:18]([Cl:21])=[CH:17][C:16]=2[F:22])([C:13]#[N:14])[C@H:11]([CH2:23][C:24]([CH3:26])([CH3:27])[CH3:25])[NH:10]1)=[O:29]. (7) Given the reactants [OH:1][NH:2][C:3]([C:5]1[CH:13]=[CH:12][C:11]2[NH:10][C:9]3[CH:14]([CH2:17][C:18]([O:20][CH2:21][CH3:22])=[O:19])[CH2:15][CH2:16][C:8]=3[C:7]=2[CH:6]=1)=[NH:4].[CH2:23]([N:25]([CH2:39][CH3:40])[C:26]1[N:31]=[C:30]([C:32](Cl)=O)[CH:29]=[C:28]([C:35]([F:38])([F:37])[F:36])[CH:27]=1)[CH3:24], predict the reaction product. The product is: [CH2:39]([N:25]([CH2:23][CH3:24])[C:26]1[N:31]=[C:30]([C:32]2[O:1][N:2]=[C:3]([C:5]3[CH:13]=[CH:12][C:11]4[NH:10][C:9]5[CH:14]([CH2:17][C:18]([O:20][CH2:21][CH3:22])=[O:19])[CH2:15][CH2:16][C:8]=5[C:7]=4[CH:6]=3)[N:4]=2)[CH:29]=[C:28]([C:35]([F:38])([F:36])[F:37])[CH:27]=1)[CH3:40].